From a dataset of Full USPTO retrosynthesis dataset with 1.9M reactions from patents (1976-2016). Predict the reactants needed to synthesize the given product. (1) Given the product [Cl:43][CH2:42][CH2:41][CH2:40][O:30][C:25]1[CH:26]=[CH:27][CH:28]=[CH:29][C:24]=1[CH:20]1[CH2:21][CH2:22][CH2:23][N:19]1[C:15]1[C:14](=[O:31])[N:13]([C:8]2[CH:7]=[C:6]([CH:11]=[CH:10][C:9]=2[CH3:12])[C:5]([NH:4][CH:1]2[CH2:3][CH2:2]2)=[O:32])[CH:18]=[CH:17][N:16]=1, predict the reactants needed to synthesize it. The reactants are: [CH:1]1([NH:4][C:5](=[O:32])[C:6]2[CH:11]=[CH:10][C:9]([CH3:12])=[C:8]([N:13]3[CH:18]=[CH:17][NH:16][CH:15]([N:19]4[CH2:23][CH2:22][CH2:21][CH:20]4[C:24]4[CH:29]=[CH:28][CH:27]=[CH:26][C:25]=4[OH:30])[C:14]3=[O:31])[CH:7]=2)[CH2:3][CH2:2]1.C(=O)([O-])[O-].[K+].[K+].Br[CH2:40][CH2:41][CH2:42][Cl:43]. (2) Given the product [CH:1]1([N:5]2[CH2:6][CH2:7][N:8]([C:11]([C:13]3[CH:14]=[C:15]4[C:19](=[CH:20][CH:21]=3)[N:18]([C:35]3[CH:34]=[C:33]([F:32])[CH:38]=[C:37]([F:39])[CH:36]=3)[C:17]([C:22]([N:24]3[CH2:25][CH2:26][C:27]([F:30])([F:31])[CH2:28][CH2:29]3)=[O:23])=[CH:16]4)=[O:12])[CH2:9][CH2:10]2)[CH2:2][CH2:3][CH2:4]1, predict the reactants needed to synthesize it. The reactants are: [CH:1]1([N:5]2[CH2:10][CH2:9][N:8]([C:11]([C:13]3[CH:14]=[C:15]4[C:19](=[CH:20][CH:21]=3)[NH:18][C:17]([C:22]([N:24]3[CH2:29][CH2:28][C:27]([F:31])([F:30])[CH2:26][CH2:25]3)=[O:23])=[CH:16]4)=[O:12])[CH2:7][CH2:6]2)[CH2:4][CH2:3][CH2:2]1.[F:32][C:33]1[CH:34]=[C:35](B(O)O)[CH:36]=[C:37]([F:39])[CH:38]=1.N1C=CC=CC=1. (3) Given the product [Cl:8][C:5]1[CH:6]=[CH:7][C:2]([NH2:1])=[C:3]([C:9]([C:11]2[CH:16]=[CH:15][CH:14]=[C:13]([O:17][CH3:18])[C:12]=2[O:19][CH3:20])=[CH2:22])[CH:4]=1, predict the reactants needed to synthesize it. The reactants are: [NH2:1][C:2]1[CH:7]=[CH:6][C:5]([Cl:8])=[CH:4][C:3]=1[C:9]([C:11]1[CH:16]=[CH:15][CH:14]=[C:13]([O:17][CH3:18])[C:12]=1[O:19][CH3:20])=O.[I-].[CH3:22][P+](C1C=CC=CC=1)(C1C=CC=CC=1)C1C=CC=CC=1.CC(C)([O-])C.[K+].O. (4) Given the product [CH:12]([C:2]1[CH:3]=[C:4]2[C:9](=[CH:10][CH:11]=1)[CH:8]=[N:7][CH:6]=[CH:5]2)=[CH2:13], predict the reactants needed to synthesize it. The reactants are: Br[C:2]1[CH:3]=[C:4]2[C:9](=[CH:10][CH:11]=1)[CH:8]=[N:7][CH:6]=[CH:5]2.[CH:12]([Sn](CCCC)(CCCC)CCCC)=[CH2:13]. (5) Given the product [Br:12][C:11]1[C:10]2[C:5](=[CH:6][CH:7]=[CH:8][CH:9]=2)[CH:4]=[N:3][C:2]=1[NH2:1], predict the reactants needed to synthesize it. The reactants are: [NH2:1][C:2]1[N:3]=[CH:4][C:5]2[C:10]([CH:11]=1)=[CH:9][CH:8]=[CH:7][CH:6]=2.[Br:12]N1C(=O)CCC1=O. (6) Given the product [NH2:29][C:20]1[O:21][C:22]2([CH2:24][CH2:25][O:26][CH2:27][CH2:28]2)[CH2:23][C:18]([C:3]2[CH:4]=[C:5]([NH:8][C:9](=[O:17])[C:10]3[CH:15]=[CH:14][C:13]([F:16])=[CH:12][N:11]=3)[CH:6]=[CH:7][C:2]=2[F:1])([CH3:37])[N:19]=1, predict the reactants needed to synthesize it. The reactants are: [F:1][C:2]1[CH:7]=[CH:6][C:5]([NH:8][C:9](=[O:17])[C:10]2[CH:15]=[CH:14][C:13]([F:16])=[CH:12][N:11]=2)=[CH:4][C:3]=1[C:18]1([CH3:37])[CH2:23][C:22]2([CH2:28][CH2:27][O:26][CH2:25][CH2:24]2)[O:21][C:20]([NH:29]C(=O)OC(C)(C)C)=[N:19]1.C(O)(C(F)(F)F)=O.